From a dataset of Full USPTO retrosynthesis dataset with 1.9M reactions from patents (1976-2016). Predict the reactants needed to synthesize the given product. (1) The reactants are: [OH:1][C:2]1[CH:3]=[C:4]([C:11]([OH:13])=O)[C:5](=[CH:9][CH:10]=1)[C:6]([OH:8])=O.Cl.[CH2:15]([O:17][C:18](=[O:21])[CH2:19][NH2:20])[CH3:16]. Given the product [CH2:15]([O:17][C:18](=[O:21])[CH2:19][N:20]1[C:11](=[O:13])[C:4]2[C:5](=[CH:9][CH:10]=[C:2]([OH:1])[CH:3]=2)[C:6]1=[O:8])[CH3:16], predict the reactants needed to synthesize it. (2) The reactants are: [CH3:1][S:2]([NH:5][C:6]1[CH:17]=[CH:16][C:9]2[S:10][C:11]([C:13](O)=[O:14])=[CH:12][C:8]=2[CH:7]=1)(=[O:4])=[O:3].C(Cl)(=O)C([Cl:21])=O.CN(C=O)C. Given the product [CH3:1][S:2]([NH:5][C:6]1[CH:17]=[CH:16][C:9]2[S:10][C:11]([C:13]([Cl:21])=[O:14])=[CH:12][C:8]=2[CH:7]=1)(=[O:4])=[O:3], predict the reactants needed to synthesize it.